This data is from Forward reaction prediction with 1.9M reactions from USPTO patents (1976-2016). The task is: Predict the product of the given reaction. (1) Given the reactants Cl[C:2]1[C:11]2=[N:12][N:13](CC3C=CC(OC)=CC=3)[CH:14]=[C:10]2[C:9]2[CH:8]=[C:7]([O:24][CH3:25])[CH:6]=[CH:5][C:4]=2[N:3]=1.[N:26]1[CH:31]=[CH:30][C:29]([NH2:32])=[CH:28][CH:27]=1.Cl, predict the reaction product. The product is: [CH3:25][O:24][C:7]1[CH:6]=[CH:5][C:4]2[N:3]=[C:2]([NH:32][C:29]3[CH:30]=[CH:31][N:26]=[CH:27][CH:28]=3)[C:11]3=[N:12][NH:13][CH:14]=[C:10]3[C:9]=2[CH:8]=1. (2) Given the reactants [NH2:1][C:2]1[C:7]2=[C:8](Br)[CH:9]=[C:10]([CH2:11][N:12]3[CH2:17][CH2:16][N:15]([C:18]([O:20][C:21]([CH3:24])([CH3:23])[CH3:22])=[O:19])[CH2:14][CH2:13]3)[N:6]2[N:5]=[CH:4][N:3]=1.[CH3:26][O:27][C:28]1[C:36]2[S:35][C:34](B(O)O)=[CH:33][C:32]=2[CH:31]=[CH:30][CH:29]=1.C(=O)([O-])O.[Na+].C(OCC)(=O)C, predict the reaction product. The product is: [NH2:1][C:2]1[C:7]2=[C:8]([C:34]3[S:35][C:36]4[C:28]([O:27][CH3:26])=[CH:29][CH:30]=[CH:31][C:32]=4[CH:33]=3)[CH:9]=[C:10]([CH2:11][N:12]3[CH2:17][CH2:16][N:15]([C:18]([O:20][C:21]([CH3:24])([CH3:23])[CH3:22])=[O:19])[CH2:14][CH2:13]3)[N:6]2[N:5]=[CH:4][N:3]=1. (3) Given the reactants [C:1]1([C:7]2[N:8]=[CH:9][N:10]([C:12]([C:25]3[CH:30]=[CH:29][CH:28]=[CH:27][CH:26]=3)([C:19]3[CH:24]=[CH:23][CH:22]=[CH:21][CH:20]=3)[C:13]3[CH:18]=[CH:17][CH:16]=[CH:15][CH:14]=3)[CH:11]=2)[CH:6]=[CH:5][CH:4]=[CH:3][CH:2]=1.[Li]CCCC.[CH2:36]([O:38][C:39]1[CH:40]=[C:41]([O:48][CH:49]([CH3:51])[CH3:50])[C:42]([F:47])=[C:43]([CH:46]=1)[CH:44]=[O:45])[CH3:37], predict the reaction product. The product is: [CH2:36]([O:38][C:39]1[CH:40]=[C:41]([O:48][CH:49]([CH3:50])[CH3:51])[C:42]([F:47])=[C:43]([CH:44]([C:9]2[N:10]([C:12]([C:25]3[CH:26]=[CH:27][CH:28]=[CH:29][CH:30]=3)([C:13]3[CH:18]=[CH:17][CH:16]=[CH:15][CH:14]=3)[C:19]3[CH:20]=[CH:21][CH:22]=[CH:23][CH:24]=3)[CH:11]=[C:7]([C:1]3[CH:6]=[CH:5][CH:4]=[CH:3][CH:2]=3)[N:8]=2)[OH:45])[CH:46]=1)[CH3:37]. (4) Given the reactants [OH:1][N:2]=[C:3]([C:12]#[N:13])[C:4]1[CH:9]=[CH:8][C:7]([CH3:10])=[C:6]([CH3:11])[CH:5]=1.C(N(CC)CC)C.[CH3:21][S:22](Cl)(=[O:24])=[O:23], predict the reaction product. The product is: [CH3:21][S:22]([O:1][N:2]=[C:3]([C:12]#[N:13])[C:4]1[CH:9]=[CH:8][C:7]([CH3:10])=[C:6]([CH3:11])[CH:5]=1)(=[O:24])=[O:23].